This data is from Forward reaction prediction with 1.9M reactions from USPTO patents (1976-2016). The task is: Predict the product of the given reaction. (1) Given the reactants C([O:4][C:5]1[C:10]([CH2:11][CH3:12])=[CH:9][C:8]([OH:13])=[C:7]([C:14](=[O:16])[CH3:15])[C:6]=1[CH2:17][CH3:18])(=O)C.[C:19]1(=O)[CH2:22][CH2:21][CH2:20]1.N1CCCC1, predict the reaction product. The product is: [CH2:17]([C:6]1[C:5]([OH:4])=[C:10]([CH2:11][CH3:12])[CH:9]=[C:8]2[C:7]=1[C:14](=[O:16])[CH2:15][C:19]1([O:13]2)[CH2:22][CH2:21][CH2:20]1)[CH3:18]. (2) Given the reactants C[C@@H]1CC2C(=CC=C([C@@H:12]3[CH2:17][N:16]4[CH2:18][CH2:19][NH:20][CH2:21][C@H:15]4[CH2:14][N:13]3[C:22]([O:24][C:25]([CH3:28])([CH3:27])[CH3:26])=[O:23])C=2)C(=O)O1.Br[C:31]1[CH:32]=[CH:33][C:34]([F:39])=[C:35]([CH:38]=1)[C:36]#[N:37], predict the reaction product. The product is: [C:36]([C:35]1[CH:38]=[C:31]([C@@H:12]2[CH2:17][N:16]3[CH2:18][CH2:19][NH:20][CH2:21][C@H:15]3[CH2:14][N:13]2[C:22]([O:24][C:25]([CH3:28])([CH3:27])[CH3:26])=[O:23])[CH:32]=[CH:33][C:34]=1[F:39])#[N:37]. (3) Given the reactants C([O:4][C:5]1[C:10]2[CH:11]=[C:12]([CH2:14][CH3:15])[O:13][C:9]=2[CH:8]=[C:7]([C:16]([O:18][CH2:19][CH3:20])=[O:17])[CH:6]=1)(=O)C.C([O-])([O-])=O.[K+].[K+], predict the reaction product. The product is: [CH2:14]([C:12]1[O:13][C:9]2[CH:8]=[C:7]([C:16]([O:18][CH2:19][CH3:20])=[O:17])[CH:6]=[C:5]([OH:4])[C:10]=2[CH:11]=1)[CH3:15]. (4) Given the reactants CC1C=CC(S(O[CH2:12][C:13]2([CH2:17]OS(C3C=CC(C)=CC=3)(=O)=O)[CH2:16][CH2:15][CH2:14]2)(=O)=O)=CC=1.[C:29]([O:37][CH2:38][CH3:39])(=[O:36])[CH2:30][C:31]([O:33][CH2:34][CH3:35])=[O:32].[Na], predict the reaction product. The product is: [CH2:12]1[C:13]2([CH2:16][CH2:15][CH2:14]2)[CH2:17][C:30]1([C:31]([O:33][CH2:34][CH3:35])=[O:32])[C:29]([O:37][CH2:38][CH3:39])=[O:36]. (5) Given the reactants [BH4-].[Na+].[C:3]([C:6]1[C:7]([Cl:30])=[C:8]([NH:14][C:15]2[N:20]=[C:19]([NH:21][CH:22]3[CH2:24][CH2:23]3)[C:18]3=[N:25][CH:26]=[C:27]([C:28]#[N:29])[N:17]3[N:16]=2)[CH:9]=[C:10]([C:12]#[N:13])[CH:11]=1)(=[O:5])[CH3:4], predict the reaction product. The product is: [Cl:30][C:7]1[C:6]([CH:3]([OH:5])[CH3:4])=[CH:11][C:10]([C:12]#[N:13])=[CH:9][C:8]=1[NH:14][C:15]1[N:20]=[C:19]([NH:21][CH:22]2[CH2:23][CH2:24]2)[C:18]2=[N:25][CH:26]=[C:27]([C:28]#[N:29])[N:17]2[N:16]=1. (6) The product is: [CH:2]1([CH2:5][O:6][C:7]2[CH:12]=[CH:11][C:10]([O:13][CH3:14])=[CH:9][C:8]=2[C:15]2[CH:20]=[CH:19][N:18]=[C:17]3[C:21]([C:25]([NH:27][C@H:28]4[C@H:32]([OH:33])[CH2:31][N:30]([C:34](=[O:37])[CH2:35][CH3:36])[CH2:29]4)=[O:26])=[C:22]([CH3:24])[NH:23][C:16]=23)[CH2:4][CH2:3]1. Given the reactants Cl.[CH:2]1([CH2:5][O:6][C:7]2[CH:12]=[CH:11][C:10]([O:13][CH3:14])=[CH:9][C:8]=2[C:15]2[CH:20]=[CH:19][N:18]=[C:17]3[C:21]([C:25]([NH:27][C@H:28]4[C@H:32]([OH:33])[CH2:31][NH:30][CH2:29]4)=[O:26])=[C:22]([CH3:24])[NH:23][C:16]=23)[CH2:4][CH2:3]1.[C:34](Cl)(=[O:37])[CH2:35][CH3:36], predict the reaction product. (7) Given the reactants [C:1]([O:5][C:6](=[O:18])[NH:7][CH2:8][CH2:9][CH2:10][CH2:11][N:12]1[CH2:17][CH2:16][NH:15][CH2:14][CH2:13]1)([CH3:4])([CH3:3])[CH3:2].[I-].[Na+].C(=O)([O-])[O-].[K+].[K+].[CH2:27]([O:29][C:30](=[O:36])[CH2:31][CH2:32][CH2:33][CH2:34]Br)[CH3:28], predict the reaction product. The product is: [CH2:27]([O:29][C:30](=[O:36])[CH2:31][CH2:32][CH2:33][CH2:34][N:15]1[CH2:16][CH2:17][N:12]([CH2:11][CH2:10][CH2:9][CH2:8][NH:7][C:6]([O:5][C:1]([CH3:4])([CH3:2])[CH3:3])=[O:18])[CH2:13][CH2:14]1)[CH3:28].